This data is from Forward reaction prediction with 1.9M reactions from USPTO patents (1976-2016). The task is: Predict the product of the given reaction. (1) The product is: [NH2:11][C:5]1[CH:4]=[CH:3][C:2]([Br:1])=[CH:13][C:6]=1[C:7]([N:15]([CH3:16])[CH3:14])=[O:8]. Given the reactants [Br:1][C:2]1[CH:13]=[C:6]2[C:7](OC(=O)[NH:11][C:5]2=[CH:4][CH:3]=1)=[O:8].[CH3:14][NH:15][CH3:16], predict the reaction product. (2) Given the reactants [CH3:1][O:2][C:3](=[O:15])[C:4]1[CH:9]=[C:8]([OH:10])[CH:7]=[C:6]([O:11][CH2:12]C=C)[CH:5]=1.CI.C([O-])([O-])=O.[K+].[K+].OC1C=C(C=C(O)C=1)C(OC)=O, predict the reaction product. The product is: [CH3:1][O:2][C:3](=[O:15])[C:4]1[CH:5]=[C:6]([O:11][CH3:12])[CH:7]=[C:8]([OH:10])[CH:9]=1. (3) Given the reactants [F:1][C:2]1[CH:10]=[C:9]([CH3:11])[C:5]([C:6]([OH:8])=O)=[CH:4][N:3]=1.[Br:12][C:13]1[CH:14]=[C:15]([CH3:25])[C:16]([N:19]2[CH2:24][CH2:23][NH:22][CH2:21][CH2:20]2)=[N:17][CH:18]=1, predict the reaction product. The product is: [Br:12][C:13]1[CH:14]=[C:15]([CH3:25])[C:16]([N:19]2[CH2:20][CH2:21][N:22]([C:6]([C:5]3[CH:4]=[N:3][C:2]([F:1])=[CH:10][C:9]=3[CH3:11])=[O:8])[CH2:23][CH2:24]2)=[N:17][CH:18]=1. (4) The product is: [N:11]1([C:14]2[N:15]=[CH:16][NH:17][C:18](=[O:20])[CH:19]=2)[CH2:12][CH2:13][NH:8][CH2:9][CH2:10]1. Given the reactants C(OC([N:8]1[CH2:13][CH2:12][N:11]([C:14]2[N:15]=[CH:16][NH:17][C:18](=[O:20])[CH:19]=2)[CH2:10][CH2:9]1)=O)(C)(C)C.CC1C=CC(S(O)(=O)=O)=CC=1, predict the reaction product. (5) Given the reactants [NH2:1][C@@H:2]([CH2:6][C:7]1[CH:12]=[CH:11][CH:10]=[CH:9][C:8]=1Cl)[C:3]([OH:5])=[O:4].C([O-])([O-])=O.[K+].[K+], predict the reaction product. The product is: [NH:1]1[C:12]2[C:7](=[CH:8][CH:9]=[CH:10][CH:11]=2)[CH2:6][C@H:2]1[C:3]([OH:5])=[O:4]. (6) Given the reactants [Cl-].[Br:2][C:3]1[CH:4]=[C:5]([CH:8]([NH3+:11])[CH2:9][OH:10])[S:6][CH:7]=1.N1C=CN=C1.[CH3:17][C:18]([Si:21](Cl)([CH3:23])[CH3:22])([CH3:20])[CH3:19], predict the reaction product. The product is: [Br:2][C:3]1[CH:4]=[C:5]([CH:8]([NH2:11])[CH2:9][O:10][Si:21]([C:18]([CH3:20])([CH3:19])[CH3:17])([CH3:23])[CH3:22])[S:6][CH:7]=1. (7) Given the reactants [C:1]([O:5][C:6]([NH:8][C@@H:9]1[CH2:11][C@H:10]1[C:12]1[CH:13]=[C:14]([CH:18]=[CH:19][CH:20]=1)[C:15]([OH:17])=O)=[O:7])([CH3:4])([CH3:3])[CH3:2].F[P-](F)(F)(F)(F)F.[N:28]1(OC(N(C)C)=[N+](C)C)[C:32]2N=[CH:34][CH:35]=[CH:36][C:31]=2N=N1.C1(N)CCCC1.C(N(CC)CC)C, predict the reaction product. The product is: [CH:32]1([NH:28][C:15]([C:14]2[CH:13]=[C:12]([C@@H:10]3[CH2:11][C@H:9]3[NH:8][C:6](=[O:7])[O:5][C:1]([CH3:2])([CH3:3])[CH3:4])[CH:20]=[CH:19][CH:18]=2)=[O:17])[CH2:31][CH2:36][CH2:35][CH2:34]1. (8) Given the reactants [CH3:1][CH:2]([C:4]([O:6][CH2:7][C:8]([C@@:10]12[O:33][C@H:32]([CH:34]3[CH2:39][CH2:38][CH2:37][CH2:36][CH2:35]3)[O:31][C@@H:11]1[CH2:12][C@H:13]1[C@@H:18]3[CH2:19][CH2:20][C:21]4[C@@:27]([CH3:28])([C@H:17]3[C@@H:16]([OH:29])[CH2:15][C@@:14]12[CH3:30])[CH:26]=[CH:25][C:23](=[O:24])[CH:22]=4)=[O:9])=[O:5])[CH3:3].CO, predict the reaction product. The product is: [CH3:3][CH:2]([C:4]([O:6][CH2:7][C:8]([C@@:10]12[O:33][C@H:32]([CH:34]3[CH2:35][CH2:36][CH2:37][CH2:38][CH2:39]3)[O:31][C@@H:11]1[CH2:12][C@H:13]1[C@@H:18]3[CH2:19][CH2:20][C:21]4[C@@:27]([CH3:28])([C@H:17]3[C@@H:16]([OH:29])[CH2:15][C@@:14]12[CH3:30])[CH:26]=[CH:25][C:23](=[O:24])[CH:22]=4)=[O:9])=[O:5])[CH3:1].